Dataset: Forward reaction prediction with 1.9M reactions from USPTO patents (1976-2016). Task: Predict the product of the given reaction. (1) Given the reactants [O:1]1[C:5]2[CH:6]=[CH:7][CH:8]=[CH:9][C:4]=2[N:3]=[C:2]1[C:10]1[CH:15]=[CH:14][C:13]([C:16]2([C:21]#[N:22])[CH2:20][CH2:19][CH2:18][CH2:17]2)=[C:12]([Cl:23])[CH:11]=1.O1C2C=CC=CC=2N=[C:25]1C1C=CC(CC#N)=C(Cl)C=1.BrCCCCCBr, predict the reaction product. The product is: [O:1]1[C:5]2[CH:6]=[CH:7][CH:8]=[CH:9][C:4]=2[N:3]=[C:2]1[C:10]1[CH:15]=[CH:14][C:13]([C:16]2([C:21]#[N:22])[CH2:25][CH2:20][CH2:19][CH2:18][CH2:17]2)=[C:12]([Cl:23])[CH:11]=1. (2) Given the reactants [CH2:1]([N:8]1[C:12]2[CH:13]=[CH:14][C:15]3[N:16]([C:17]([CH3:20])=[N:18][N:19]=3)[C:11]=2[CH:10]=[C:9]1[C:21]1[CH:25]=[CH:24][N:23]([CH2:26][CH2:27][C:28]([OH:30])=O)[N:22]=1)[C:2]1[CH:7]=[CH:6][CH:5]=[CH:4][CH:3]=1.[CH:31]([N:34](CC)[CH:35](C)C)(C)C.F[P-](F)(F)(F)(F)F.C[N+](C)=C(N(C)C)ON1C2N=CC=CC=2N=N1.CNC.C1COCC1, predict the reaction product. The product is: [CH2:1]([N:8]1[C:12]2[CH:13]=[CH:14][C:15]3[N:16]([C:17]([CH3:20])=[N:18][N:19]=3)[C:11]=2[CH:10]=[C:9]1[C:21]1[CH:25]=[CH:24][N:23]([CH2:26][CH2:27][C:28]([N:34]([CH3:35])[CH3:31])=[O:30])[N:22]=1)[C:2]1[CH:3]=[CH:4][CH:5]=[CH:6][CH:7]=1. (3) Given the reactants [CH3:1][C:2]1[CH:7]=[CH:6][CH:5]=[CH:4][C:3]=1[NH:8][C:9](=[O:31])[CH2:10][N:11]1[CH2:16][C@H:15]([CH3:17])[N:14]([S:18]([C:21]2[CH:26]=[CH:25][CH:24]=[C:23]([N+:27]([O-])=O)[CH:22]=2)(=[O:20])=[O:19])[C@H:13]([CH3:30])[CH2:12]1.O.NN, predict the reaction product. The product is: [NH2:27][C:23]1[CH:22]=[C:21]([S:18]([N:14]2[C@@H:15]([CH3:17])[CH2:16][N:11]([CH2:10][C:9]([NH:8][C:3]3[CH:4]=[CH:5][CH:6]=[CH:7][C:2]=3[CH3:1])=[O:31])[CH2:12][C@H:13]2[CH3:30])(=[O:19])=[O:20])[CH:26]=[CH:25][CH:24]=1. (4) The product is: [CH3:53][O:54][C:55](=[O:64])[C@@H:56]1[CH2:60][CH:59]([N:61]=[N+:62]=[N-:63])[CH2:58][N:57]1[C:18](=[O:20])[CH2:17][CH2:16][C:13]1[CH:12]=[CH:11][C:10]([CH2:9][NH:8][C:6]([O:5][C:1]([CH3:2])([CH3:3])[CH3:4])=[O:7])=[CH:15][CH:14]=1. Given the reactants [C:1]([O:5][C:6]([NH:8][CH2:9][C:10]1[CH:15]=[CH:14][C:13]([CH2:16][CH2:17][C:18]([OH:20])=O)=[CH:12][CH:11]=1)=[O:7])([CH3:4])([CH3:3])[CH3:2].C(N(CC)CC)C.CN(C(ON1N=NC2C=CC=CC1=2)=[N+](C)C)C.F[P-](F)(F)(F)(F)F.Cl.[CH3:53][O:54][C:55](=[O:64])[C@@H:56]1[CH2:60][C@H:59]([N:61]=[N+:62]=[N-:63])[CH2:58][NH:57]1, predict the reaction product. (5) Given the reactants [F:1][C:2]([F:10])([F:9])[C:3]#[C:4][C:5]([F:8])([F:7])[F:6].[H][H], predict the reaction product. The product is: [F:1][C:2]([F:10])([F:9])/[CH:3]=[CH:4]\[C:5]([F:8])([F:7])[F:6]. (6) Given the reactants C[O:2][C:3]([C:5]1[C:6]([C:23]2[CH:28]=[C:27]([CH3:29])[C:26]([OH:30])=[C:25]([CH3:31])[CH:24]=2)=[C:7]([CH3:22])[N:8]2[CH2:17][CH2:16][C:15]3[C:10](=[CH:11][C:12]([O:20][CH3:21])=[C:13]([O:18][CH3:19])[CH:14]=3)[C:9]=12)=O.O[NH:33][C:34](=[NH:36])[CH3:35], predict the reaction product. The product is: [CH3:19][O:18][C:13]1[CH:14]=[C:15]2[C:10](=[CH:11][C:12]=1[O:20][CH3:21])[C:9]1=[C:5]([C:3]3[O:2][N:36]=[C:34]([CH3:35])[N:33]=3)[C:6]([C:23]3[CH:24]=[C:25]([CH3:31])[C:26]([OH:30])=[C:27]([CH3:29])[CH:28]=3)=[C:7]([CH3:22])[N:8]1[CH2:17][CH2:16]2. (7) The product is: [C:8]([C:6]1[N:7]=[C:2]([O:10][CH:11]2[CH2:12][CH2:13][N:14]([C:17]([O:19][C:20]([CH3:23])([CH3:22])[CH3:21])=[O:18])[CH2:15][CH2:16]2)[CH:3]=[CH:4][CH:5]=1)#[N:9]. Given the reactants Br[C:2]1[N:7]=[C:6]([C:8]#[N:9])[CH:5]=[CH:4][CH:3]=1.[OH:10][CH:11]1[CH2:16][CH2:15][N:14]([C:17]([O:19][C:20]([CH3:23])([CH3:22])[CH3:21])=[O:18])[CH2:13][CH2:12]1.C(P(C(C)(C)C)C1C=CC=CC=1C1C=CC=CC=1)(C)(C)C, predict the reaction product. (8) Given the reactants Br[CH2:2][C:3]1[CH:8]=[CH:7][C:6]([C:9]2[O:10][C:11]([C:14]3[CH:19]=[CH:18][C:17]([Cl:20])=[CH:16][CH:15]=3)=[N:12][N:13]=2)=[CH:5][C:4]=1[N+:21]([O-:23])=[O:22].C1C=CC(P(C2C=CC=CC=2)C2C=CC=CC=2)=CC=1.[CH3:43][O:44][C:45](=[O:60])[C:46]([CH3:59])([CH3:58])[CH2:47][C:48]1[CH:53]=[C:52]([CH3:54])[C:51]([CH:55]=O)=[C:50]([CH3:57])[CH:49]=1.C([O-])([O-])=O.[K+].[K+], predict the reaction product. The product is: [CH3:43][O:44][C:45](=[O:60])[C:46]([CH3:58])([CH3:59])[CH2:47][C:48]1[CH:53]=[C:52]([CH3:54])[C:51](/[CH:55]=[CH:2]/[C:3]2[CH:8]=[CH:7][C:6]([C:9]3[O:10][C:11]([C:14]4[CH:19]=[CH:18][C:17]([Cl:20])=[CH:16][CH:15]=4)=[N:12][N:13]=3)=[CH:5][C:4]=2[N+:21]([O-:23])=[O:22])=[C:50]([CH3:57])[CH:49]=1. (9) Given the reactants [NH2:1][C:2]1[C:7]([Cl:8])=[C:6]([N:9]2[CH2:19][CH2:18][C:12]3([C:16](=[O:17])[NH:15][CH2:14][CH2:13]3)[CH2:11][CH2:10]2)[C:5](Br)=[CH:4][N:3]=1.CC1(C)C(C)(C)OB([C:29]2[CH:37]=[C:36]3[C:32]([CH2:33][C:34](=[O:38])[NH:35]3)=[CH:31][CH:30]=2)O1.C(=O)([O-])[O-].[Na+].[Na+], predict the reaction product. The product is: [NH2:1][C:2]1[N:3]=[CH:4][C:5]([C:29]2[CH:37]=[C:36]3[C:32]([CH2:33][C:34](=[O:38])[NH:35]3)=[CH:31][CH:30]=2)=[C:6]([N:9]2[CH2:19][CH2:18][C:12]3([C:16](=[O:17])[NH:15][CH2:14][CH2:13]3)[CH2:11][CH2:10]2)[C:7]=1[Cl:8].